This data is from Full USPTO retrosynthesis dataset with 1.9M reactions from patents (1976-2016). The task is: Predict the reactants needed to synthesize the given product. (1) Given the product [CH2:9]([N:6]1[C:7]2[N:8]=[C:15]([CH3:16])[NH:1][C:2]=2[C:3](=[O:14])[NH:4][C:5]1=[S:13])[CH:10]([CH3:11])[CH3:12], predict the reactants needed to synthesize it. The reactants are: [NH2:1][C:2]1[C:3](=[O:14])[NH:4][C:5](=[S:13])[N:6]([CH2:9][CH:10]([CH3:12])[CH3:11])[C:7]=1[NH2:8].[CH2:15](C(CC)(CC)C([O-])([O-])[O-])[CH3:16]. (2) Given the product [CH:29]1([N:20]2[CH2:21][C:22]([F:28])([F:27])[C:23](=[O:26])[N:24]([CH3:25])[C:18]3[CH:17]=[N:16][C:15]([NH:14][C:9]4[C:10]([O:12][CH3:13])=[CH:11][C:6]([C:5]([OH:36])=[O:4])=[C:7]([F:35])[CH:8]=4)=[N:34][C:19]2=3)[CH2:30][CH2:31][CH2:32][CH2:33]1, predict the reactants needed to synthesize it. The reactants are: [OH-].[Na+].C[O:4][C:5](=[O:36])[C:6]1[CH:11]=[C:10]([O:12][CH3:13])[C:9]([NH:14][C:15]2[N:16]=[CH:17][C:18]3[N:24]([CH3:25])[C:23](=[O:26])[C:22]([F:28])([F:27])[CH2:21][N:20]([CH:29]4[CH2:33][CH2:32][CH2:31][CH2:30]4)[C:19]=3[N:34]=2)=[CH:8][C:7]=1[F:35].